This data is from B-cell epitopes from IEDB database with 3,159 antigens for binding position prediction. The task is: Token-level Classification. Given an antigen amino acid sequence, predict which amino acid positions are active epitope sites capable of antibody binding. Output is a list of indices for active positions. (1) The epitope positions are: [161, 162, 163, 164, 165, 166, 167, 168]. The amino acids at these positions are: RPPNAPIL. Given the antigen sequence: MQLFHLCLIISCSCPTVQASKLCLGWLWGMDIDPYKEFGASVELLSFLPSDFFPSIRDLLDTAPALHREALESPEHCSPHHTALRQASLCWGELMNLATWVGSNLEDPASRELVVSYVNDNMGLKLRRLLWFHISCLTFGRETVLEYLVSFGVWIRTPPAYRPPNAPILSTLPETTVVRRRGRSPRRRTPSPRRRRSQSPRRRRSQSRESQC, which amino acid positions are active epitope sites? (2) Given the antigen sequence: MTRDFKPGDLIFAKMKGYPHWPARVDEVPDGAVKPPTNKLPIFFFGTHETAFLGPKDIFPYSENKEKYGKPNKRKGFNEGLWEIDNNPKVKFSSQQAATKQSNASSDVEVEEKETSVSKEDTDHEEKASNEDVTKAVDITTPKAARRGRKRKAEKQVETEEAGVVTTATASVNLKVSPKRGRPAATEVKIPKPRGRPKMVKQPCPSESDIITEEDKSKKKGQEEKQPKKQPKKDEEGQKEEDKPRKEPDKKEGKKEVESKRKNLAKTGVTSTSDSEEEGDDQEGEKKRKGGRNFQTAHRRNMLKGQHEKEAADRKRKQEEQMETEQQNKDEGKKPEVKKVEKKRETSMDSRLQRIHAEIKNSLKIDNLDVNRCIEALDELASLQVTMQQAQKHTEMITTLKKIRRFKVSQVIMEKSTMLYNKFKNMFLVGEGDSVITQVLNKSLAEQRQHEEANKTKDQGKKGPNKKLEKEQTGSKTLNGGSDAQDGNQPQHNGESNEDS..., which amino acid positions are active epitope sites? The epitope positions are: [518, 519, 520, 521, 522, 523, 524, 525]. The amino acids at these positions are: TEISLKDS.